Task: Predict the reaction yield, written as a fraction of the theoretical maximum amount of product (1.0 means a 100% yield; for example, 0.34 means a 34% yield).. Dataset: Reaction yield outcomes from USPTO patents with 853,638 reactions The reactants are [Br:1][C:2]1[C:7]([CH3:8])=[C:6]([N+:9]([O-:11])=[O:10])[CH:5]=[CH:4][C:3]=1[OH:12].Br[CH2:14][CH:15]1[CH2:17][CH2:16]1.C(=O)([O-])[O-].[Cs+].[Cs+].[Cl-].[Na+]. The catalyst is CN(C)C=O.C(OCC)(=O)C. The product is [Br:1][C:2]1[C:7]([CH3:8])=[C:6]([N+:9]([O-:11])=[O:10])[CH:5]=[CH:4][C:3]=1[O:12][CH2:14][CH:15]1[CH2:17][CH2:16]1. The yield is 0.870.